Dataset: Reaction yield outcomes from USPTO patents with 853,638 reactions. Task: Predict the reaction yield, written as a fraction of the theoretical maximum amount of product (1.0 means a 100% yield; for example, 0.34 means a 34% yield). (1) The reactants are [CH2:1]([O:8][CH2:9][CH2:10][C@H:11]1[CH2:14][C@H:13](CS([O-])(=O)=O)[CH2:12]1)[C:2]1[CH:7]=[CH:6][CH:5]=[CH:4][CH:3]=1.[N:20]1[C:28]([NH2:29])=[C:27]2[C:23]([N:24]=[CH:25][NH:26]2)=[N:22][CH:21]=1.C([O-])([O-])=O.[Cs+].[Cs+]. The catalyst is CN(C=O)C. The product is [CH2:1]([O:8][CH2:9][CH2:10][C@@H:11]1[CH2:12][C@H:13]([N:24]2[CH:25]=[N:26][C:27]3[C:23]2=[N:22][CH:21]=[N:20][C:28]=3[NH2:29])[CH2:14]1)[C:2]1[CH:3]=[CH:4][CH:5]=[CH:6][CH:7]=1. The yield is 0.430. (2) The reactants are [CH3:1][O:2][C:3](=[O:17])[CH:4]([NH:7][C:8](=[O:16])[C:9]1[CH:14]=[CH:13][CH:12]=[C:11]([Cl:15])[CH:10]=1)[CH2:5]O.BrC(Cl)(Cl)Cl.C1CCN2C(=NCCC2)CC1. The catalyst is C(Cl)Cl. The product is [CH3:1][O:2][C:3]([C:4]1[N:7]=[C:8]([C:9]2[CH:14]=[CH:13][CH:12]=[C:11]([Cl:15])[CH:10]=2)[O:16][CH:5]=1)=[O:17]. The yield is 0.590. (3) The reactants are [CH:1]1([CH2:4][C:5]([CH:7]2[C:12](=O)[CH2:11][C:10]([CH3:15])([CH3:14])[CH2:9][C:8]2=[O:16])=O)[CH2:3][CH2:2]1.Cl.[C:18]([C:20]1[CH:25]=[CH:24][C:23]([NH:26][NH2:27])=[CH:22][CH:21]=1)#[N:19].CC(O)=O. The catalyst is CCO. The product is [CH:1]1([CH2:4][C:5]2[C:7]3[C:8](=[O:16])[CH2:9][C:10]([CH3:15])([CH3:14])[CH2:11][C:12]=3[N:26]([C:23]3[CH:24]=[CH:25][C:20]([C:18]#[N:19])=[CH:21][CH:22]=3)[N:27]=2)[CH2:2][CH2:3]1. The yield is 0.510.